The task is: Predict the product of the given reaction.. This data is from Forward reaction prediction with 1.9M reactions from USPTO patents (1976-2016). (1) Given the reactants [CH3:1][O:2][CH2:3][O:4][C:5]1[CH:10]=[CH:9][CH:8]=[C:7]([O:11][CH2:12][O:13][CH3:14])[CH:6]=1.[Li]CCCC.[CH2:20](Br)[C:21]1[CH:26]=[CH:25][CH:24]=[CH:23][CH:22]=1, predict the reaction product. The product is: [CH2:20]([C:6]1[C:7]([O:11][CH2:12][O:13][CH3:14])=[CH:8][CH:9]=[CH:10][C:5]=1[O:4][CH2:3][O:2][CH3:1])[C:21]1[CH:26]=[CH:25][CH:24]=[CH:23][CH:22]=1. (2) Given the reactants [Si]([O:18][CH2:19][CH2:20]/[CH:21]=[CH:22]/[C@@H:23]([NH:28][C:29](=[O:35])[O:30][C:31]([CH3:34])([CH3:33])[CH3:32])[CH2:24][CH:25]([CH3:27])[CH3:26])(C(C)(C)C)(C1C=CC=CC=1)C1C=CC=CC=1.CCCC[N+](CCCC)(CCCC)CCCC.[F-].C(Cl)Cl, predict the reaction product. The product is: [OH:18][CH2:19][CH2:20]/[CH:21]=[CH:22]/[C@@H:23]([NH:28][C:29](=[O:35])[O:30][C:31]([CH3:32])([CH3:34])[CH3:33])[CH2:24][CH:25]([CH3:27])[CH3:26]. (3) Given the reactants [CH3:1][C:2]1[C:7]([CH:8]=[O:9])=[CH:6][CH:5]=[C:4]([C:10]2[CH:15]=[CH:14][CH:13]=[C:12]([C:16]([F:19])([F:18])[F:17])[CH:11]=2)[N:3]=1.[CH2:20]([Mg]Cl)[CH3:21], predict the reaction product. The product is: [CH3:1][C:2]1[C:7]([CH:8]([OH:9])[CH2:20][CH3:21])=[CH:6][CH:5]=[C:4]([C:10]2[CH:15]=[CH:14][CH:13]=[C:12]([C:16]([F:17])([F:19])[F:18])[CH:11]=2)[N:3]=1. (4) Given the reactants C(Cl)(=O)C(Cl)=O.[CH2:7]([O:14][C:15]1[CH:23]=[CH:22][C:18]([C:19]([OH:21])=O)=[CH:17][CH:16]=1)[C:8]1[CH:13]=[CH:12][CH:11]=[CH:10][CH:9]=1.Cl.[C:25]([O:29][C:30](=[O:33])[CH2:31][NH2:32])([CH3:28])([CH3:27])[CH3:26].C(N(C(C)C)C(C)C)C, predict the reaction product. The product is: [C:25]([O:29][C:30](=[O:33])[CH2:31][NH:32][C:19](=[O:21])[C:18]1[CH:17]=[CH:16][C:15]([O:14][CH2:7][C:8]2[CH:9]=[CH:10][CH:11]=[CH:12][CH:13]=2)=[CH:23][CH:22]=1)([CH3:28])([CH3:27])[CH3:26]. (5) Given the reactants [Br:1][C:2]1[N:6]([CH3:7])[N:5]=[CH:4][C:3]=1[C:8](OCC)=[O:9].[H-].C([Al+]CC(C)C)C(C)C.C(C(C(C([O-])=O)O)O)([O-])=O.[K+].[Na+], predict the reaction product. The product is: [Br:1][C:2]1[N:6]([CH3:7])[N:5]=[CH:4][C:3]=1[CH2:8][OH:9].